Predict the product of the given reaction. From a dataset of Forward reaction prediction with 1.9M reactions from USPTO patents (1976-2016). (1) Given the reactants C([C@H]1C[C@H:6]2[C@@H:7]([C:16]3[CH:21]=[CH:20][C:19](O)=[CH:18][CH:17]=3)[O:8][C:9]3C=CC(O)=CC=3[C@H]2C1)C.C[Si]([N-][Si](C)(C)C)(C)C.[K+].CN(C)P(N(C)C)(N(C)C)=O.COC1CC2[CH:51]([C:63]3[CH:68]=[CH:67][C:66](OCOC)=[CH:65][CH:64]=3)[O:52][C:53]3[CH:54]=[CH:55][C:56]([O:59][CH2:60][O:61]C)=[CH:57][C:58]=3C2C1.C1C[O:77][CH2:76]C1, predict the reaction product. The product is: [CH2:19]([CH:20]1[C:57]2[C:56](=[CH:55][CH:54]=[C:53]([O:52][CH2:51][C:63]3[CH:68]=[CH:67][CH:66]=[CH:65][CH:64]=3)[CH:58]=2)[O:59][C:60](=[O:61])[CH:21]1[CH2:16][C:7]([O:8][CH2:9][O:77][CH3:76])=[CH2:6])[CH:18]=[CH2:17]. (2) Given the reactants Cl[C:2]1[CH:3]=[CH:4][C:5]2[N:6]=[CH:7][N:8]=[C:9]([NH:12][C:13]3[C:14]([CH3:19])=[N:15][O:16][C:17]=3[CH3:18])[C:10]=2[N:11]=1.[Cl:20][C:21]1[C:26]([NH:27][S:28]([C:31]2[CH:36]=[CH:35][C:34]([F:37])=[CH:33][C:32]=2[F:38])(=[O:30])=[O:29])=[CH:25][C:24](B2OC(C)(C)C(C)(C)O2)=[CH:23][N:22]=1.C(=O)(O)[O-].[Na+], predict the reaction product. The product is: [Cl:20][C:21]1[C:26]([NH:27][S:28]([C:31]2[CH:36]=[CH:35][C:34]([F:37])=[CH:33][C:32]=2[F:38])(=[O:30])=[O:29])=[CH:25][C:24]([C:2]2[CH:3]=[CH:4][C:5]3[N:6]=[CH:7][N:8]=[C:9]([NH:12][C:13]4[C:14]([CH3:19])=[N:15][O:16][C:17]=4[CH3:18])[C:10]=3[N:11]=2)=[CH:23][N:22]=1. (3) Given the reactants O1CCCCC1[O:7][NH:8][C:9]([C:11]1[CH:12]=[N:13][C:14]([N:17]2[CH2:22][CH:21]3[CH:19]([CH:20]3[N:23]([S:31]([C:34]3[CH:43]=[CH:42][C:41]4[C:36](=[CH:37][CH:38]=[CH:39][CH:40]=4)[CH:35]=3)(=[O:33])=[O:32])[CH2:24][CH2:25][N:26]3[CH2:30][CH2:29][CH2:28][CH2:27]3)[CH2:18]2)=[N:15][CH:16]=1)=[O:10].C(O)(C(F)(F)F)=O.C(Cl)Cl, predict the reaction product. The product is: [OH:7][NH:8][C:9]([C:11]1[CH:16]=[N:15][C:14]([N:17]2[CH2:22][CH:21]3[CH:19]([CH:20]3[N:23]([S:31]([C:34]3[CH:43]=[CH:42][C:41]4[C:36](=[CH:37][CH:38]=[CH:39][CH:40]=4)[CH:35]=3)(=[O:33])=[O:32])[CH2:24][CH2:25][N:26]3[CH2:30][CH2:29][CH2:28][CH2:27]3)[CH2:18]2)=[N:13][CH:12]=1)=[O:10].